This data is from Forward reaction prediction with 1.9M reactions from USPTO patents (1976-2016). The task is: Predict the product of the given reaction. (1) Given the reactants Cl[CH2:2][C:3]([NH:5][C:6]1[CH:11]=[C:10]([C:12]#[N:13])[CH:9]=[CH:8][C:7]=1[CH3:14])=[O:4].[C:15]([C:17]1[CH:18]=[C:19]([S:23]([N:26]2[C@H:31]([CH3:32])[CH2:30][NH:29][CH2:28][C@@H:27]2[CH3:33])(=[O:25])=[O:24])[CH:20]=[CH:21][CH:22]=1)#[N:16], predict the reaction product. The product is: [C:15]([C:17]1[CH:18]=[C:19]([S:23]([N:26]2[C@@H:31]([CH3:32])[CH2:30][N:29]([CH2:2][C:3]([NH:5][C:6]3[CH:11]=[C:10]([C:12]#[N:13])[CH:9]=[CH:8][C:7]=3[CH3:14])=[O:4])[CH2:28][C@H:27]2[CH3:33])(=[O:24])=[O:25])[CH:20]=[CH:21][CH:22]=1)#[N:16]. (2) Given the reactants [F:1][C:2]([F:26])([F:25])[C:3]1[N:8]2[N:9]=[CH:10][C:11]([C:12](O)=[O:13])=[C:7]2[N:6]=[C:5]([C:15]2[CH:20]=[CH:19][C:18]([C:21]([F:24])([F:23])[F:22])=[CH:17][CH:16]=2)[CH:4]=1.[OH:27][CH2:28][CH2:29][N:30]([CH2:41][CH2:42][OH:43])[S:31]([C:34]1[S:35][C:36]([Cl:40])=[C:37]([NH2:39])[CH:38]=1)(=[O:33])=[O:32], predict the reaction product. The product is: [OH:27][CH2:28][CH2:29][N:30]([CH2:41][CH2:42][OH:43])[S:31]([C:34]1[S:35][C:36]([Cl:40])=[C:37]([NH:39][C:12]([C:11]2[CH:10]=[N:9][N:8]3[C:3]([C:2]([F:26])([F:25])[F:1])=[CH:4][C:5]([C:15]4[CH:20]=[CH:19][C:18]([C:21]([F:24])([F:22])[F:23])=[CH:17][CH:16]=4)=[N:6][C:7]=23)=[O:13])[CH:38]=1)(=[O:32])=[O:33]. (3) Given the reactants C([O:5][C:6]([N:8]1[CH2:13][CH2:12][C:11](=[C:14]([C:21]2[CH:26]=[CH:25][CH:24]=[CH:23][CH:22]=2)[C:15]2[O:16][C:17]([CH3:20])=[N:18][N:19]=2)[CH2:10][CH2:9]1)=O)(C)(C)C.[C:27](O)(C(F)(F)F)=O.Cl.[CH3:35][O:36][C:37]1[CH:45]=[N:44][C:43]([C:46]2[CH:47]=[CH:48][N:49](C)[N:50]=2)=[C:42]2[C:38]=1[C:39]([C:52](=[O:56])C(O)=O)=[CH:40][NH:41]2.C(N(CC)CC)(C)C.C1N(P(Cl)(N2C(=O)OCC2)=O)C(=O)OC1, predict the reaction product. The product is: [C:21]1([C:14](=[C:11]2[CH2:10][CH2:9][N:8]([C:6](=[O:5])[C:52]([C:39]3[C:38]4[C:42](=[C:43]([C:46]5[CH:47]=[C:48]([CH3:27])[NH:49][N:50]=5)[N:44]=[CH:45][C:37]=4[O:36][CH3:35])[NH:41][CH:40]=3)=[O:56])[CH2:13][CH2:12]2)[C:15]2[O:16][C:17]([CH3:20])=[N:18][N:19]=2)[CH:22]=[CH:23][CH:24]=[CH:25][CH:26]=1. (4) Given the reactants [S:1]1[CH:5]=[CH:4][C:3]2[CH:6]=[CH:7][CH:8]=[CH:9][C:2]1=2.C1C(=O)N([Br:17])C(=O)C1, predict the reaction product. The product is: [Br:17][C:4]1[C:3]2[CH:6]=[CH:7][CH:8]=[CH:9][C:2]=2[S:1][CH:5]=1. (5) Given the reactants C([N:4]1[C:12]2[C:7](=[CH:8][C:9]([C:13](Cl)=[O:14])=[CH:10][CH:11]=2)[C:6]([C:16]2[CH:21]=[CH:20][C:19]([F:22])=[CH:18][CH:17]=2)=[N:5]1)(=O)C.[CH3:23][O:24]C(C)CN.O.[N:30]1C=C[CH:33]=[CH:32][CH:31]=1, predict the reaction product. The product is: [F:22][C:19]1[CH:18]=[CH:17][C:16]([C:6]2[C:7]3[C:12](=[CH:11][CH:10]=[C:9]([C:13]([NH:30][CH2:31][CH2:32][CH2:33][O:24][CH3:23])=[O:14])[CH:8]=3)[NH:4][N:5]=2)=[CH:21][CH:20]=1.